From a dataset of Drug-target binding data from BindingDB using IC50 measurements. Regression. Given a target protein amino acid sequence and a drug SMILES string, predict the binding affinity score between them. We predict pIC50 (pIC50 = -log10(IC50 in M); higher means more potent). Dataset: bindingdb_ic50. (1) The small molecule is O=C(O)c1ccccc1. The target protein sequence is MRVLALSAVFLVASIIGMPAVAKEWQENKSWNAHFTEHKSQGVVVLWNENKQQGFTNNLKRANQAFLPASTFKIPNSLIALDLGVVKDEHQVFKWDGQTRDIATWNRDHNLITAMKYSVVPVYQEFARQIGEARMSKMLHAFDYGNEDISGNVDSFWLDGGIRISATEQISFLRKLYHNKLHVSERSQRIVKQAMLTEANGDYIIRAKTGYSTRIEPKIGWWVGWVELDDNVWFFAMNMDMPTSDGLGLRQAITKEVLKQEKIIP. The pIC50 is 2.7. (2) The drug is C[C@H](NC(=O)OCc1ccccc1)C(=O)N[C@@H](C)C(=O)NN(CC(N)=O)C(=O)C=CC(=O)N1Cc2ccccc2C1. The target protein sequence is MFCLLQLARCDRFAVLIAGSNDFYNYRHQADIFNMYQQLVKRGFDDQHITMMAYDDIALSSENPFRGKVFHTLKHVNIYPGSSKINYAHNSVTADQFYTVLTTLKSTTSDNVYIYYDNHGGPGILGVPDGVPGGYIEAEPLAKAFDTMEAKGLYGKLFFGIEACYSGSVAAVFRAKNMCTITAANDDESSYAAVYDSTVGAYLSNEFSNYFMAYLDSNPQNTIGNLYTKVKAQTTGSHVCYYGDVNMKNLKLSDFLGTPNEVVAPKADAKIDIIPHYLATKSTLYQLAQSTDAKIAGRAKVALHEVIAAAEKLDLTLTSIAEILEPETKNVLRAKCGKITPEYFEVLHYFTEKYGVVKGDDMIKLRVLVNLALKHKVADIKAAIDAIC. The pIC50 is 7.7.